Dataset: Full USPTO retrosynthesis dataset with 1.9M reactions from patents (1976-2016). Task: Predict the reactants needed to synthesize the given product. (1) The reactants are: [Br:1][C:2]1[CH:3]=[C:4]([C:8]2([C:20]3[CH:21]=[C:22]([CH:28]=[CH:29][CH:30]=3)[C:23]([N:25]([CH3:27])[CH3:26])=[O:24])[C:12]3=[N:13][CH2:14][C:15]([F:18])([F:17])[CH2:16][N:11]3[C:10](=S)[NH:9]2)[CH:5]=[CH:6][CH:7]=1.[OH-].[NH4+:32].C(OO)(C)(C)C. Given the product [NH2:32][C:10]1[N:11]2[CH2:16][C:15]([F:18])([F:17])[CH2:14][N:13]=[C:12]2[C:8]([C:20]2[CH:21]=[C:22]([CH:28]=[CH:29][CH:30]=2)[C:23]([N:25]([CH3:27])[CH3:26])=[O:24])([C:4]2[CH:5]=[CH:6][CH:7]=[C:2]([Br:1])[CH:3]=2)[N:9]=1, predict the reactants needed to synthesize it. (2) The reactants are: [I:1][C:2]1[C:6]([C:7](OCC)=[O:8])=[CH:5][N:4]([CH:12]([CH3:14])[CH3:13])[N:3]=1.[H-].C([Al+]CC(C)C)C(C)C. Given the product [I:1][C:2]1[C:6]([CH2:7][OH:8])=[CH:5][N:4]([CH:12]([CH3:14])[CH3:13])[N:3]=1, predict the reactants needed to synthesize it. (3) Given the product [F:24][C:21]1[CH:22]=[CH:23][C:18]([C:8]2([C:5]3[CH:4]=[CH:3][C:2]([F:1])=[CH:7][CH:6]=3)[CH2:12][CH2:11][N:10]([CH2:13][C:14]([NH:39][C:36]3[CH:37]=[N:38][C:33]([C:32]([F:41])([F:31])[F:40])=[CH:34][CH:35]=3)=[O:16])[C:9]2=[O:17])=[CH:19][CH:20]=1, predict the reactants needed to synthesize it. The reactants are: [F:1][C:2]1[CH:7]=[CH:6][C:5]([C:8]2([C:18]3[CH:23]=[CH:22][C:21]([F:24])=[CH:20][CH:19]=3)[CH2:12][CH2:11][N:10]([CH2:13][C:14]([OH:16])=O)[C:9]2=[O:17])=[CH:4][CH:3]=1.C(Cl)(=O)C(Cl)=O.[F:31][C:32]([F:41])([F:40])[C:33]1[N:38]=[CH:37][C:36]([NH2:39])=[CH:35][CH:34]=1.CN1CCOCC1. (4) Given the product [Br:31][C:6]1[C:7]2[C:12](=[CH:11][CH:10]=[CH:9][CH:8]=2)[C:13]([C:15]2[CH:16]=[CH:17][C:18]([C:21]3[CH:30]=[N:29][C:28]4[C:23](=[CH:24][CH:25]=[CH:26][CH:27]=4)[N:22]=3)=[CH:19][CH:20]=2)=[C:14]2[C:5]=1[CH:4]=[CH:3][CH:2]=[CH:1]2, predict the reactants needed to synthesize it. The reactants are: [CH:1]1[C:14]2[C:5](=[CH:6][C:7]3[C:12]([C:13]=2[C:15]2[CH:20]=[CH:19][C:18]([C:21]4[CH:30]=[N:29][C:28]5[C:23](=[CH:24][CH:25]=[CH:26][CH:27]=5)[N:22]=4)=[CH:17][CH:16]=2)=[CH:11][CH:10]=[CH:9][CH:8]=3)[CH:4]=[CH:3][CH:2]=1.[Br:31]N1C(=O)CCC1=O. (5) Given the product [NH2:27][CH2:26][C:22]1[CH:21]=[C:20]([CH:25]=[CH:24][CH:23]=1)[CH2:28][NH:29][C:2]1[C:7]([C:8]#[N:9])=[CH:6][N:5]=[CH:4][C:3]=1[C:10]1[CH:15]=[CH:14][C:13]([O:16][CH3:17])=[C:12]([O:18][CH3:19])[CH:11]=1, predict the reactants needed to synthesize it. The reactants are: Cl[C:2]1[C:7]([C:8]#[N:9])=[CH:6][N:5]=[CH:4][C:3]=1[C:10]1[CH:15]=[CH:14][C:13]([O:16][CH3:17])=[C:12]([O:18][CH3:19])[CH:11]=1.[C:20]1([CH2:28][NH2:29])[CH:25]=[CH:24][CH:23]=[C:22]([CH2:26][NH2:27])[CH:21]=1.C(N(CC)CC)C. (6) Given the product [CH3:1][O:2][C:3](=[O:63])[C@@H:4]([NH:20][C:21]([CH:23]1[CH2:32][C:31]2[CH:30]=[C:29]3[O:33][CH2:34][C@H:35]([C:37]4[CH:38]=[CH:39][C:40]([O:43][CH2:44][C:45]5[CH:50]=[CH:49][C:48]([Cl:51])=[C:47]([Cl:52])[CH:46]=5)=[CH:41][CH:42]=4)[O:36][C:28]3=[CH:27][C:26]=2[CH2:25][N:24]1[S:53]([C:56]1[S:60][C:59]([NH:61][C:64](=[O:68])[CH:65]([CH3:67])[CH3:66])=[N:58][C:57]=1[CH3:62])(=[O:55])=[O:54])=[O:22])[CH2:5][C:6]1[CH:7]=[CH:8][C:9]([C:12]2[CH:17]=[CH:16][C:15]([C:18]#[N:19])=[CH:14][CH:13]=2)=[CH:10][CH:11]=1, predict the reactants needed to synthesize it. The reactants are: [CH3:1][O:2][C:3](=[O:63])[C@@H:4]([NH:20][C:21]([CH:23]1[CH2:32][C:31]2[CH:30]=[C:29]3[O:33][CH2:34][C@H:35]([C:37]4[CH:42]=[CH:41][C:40]([O:43][CH2:44][C:45]5[CH:50]=[CH:49][C:48]([Cl:51])=[C:47]([Cl:52])[CH:46]=5)=[CH:39][CH:38]=4)[O:36][C:28]3=[CH:27][C:26]=2[CH2:25][N:24]1[S:53]([C:56]1[S:60][C:59]([NH2:61])=[N:58][C:57]=1[CH3:62])(=[O:55])=[O:54])=[O:22])[CH2:5][C:6]1[CH:11]=[CH:10][C:9]([C:12]2[CH:17]=[CH:16][C:15]([C:18]#[N:19])=[CH:14][CH:13]=2)=[CH:8][CH:7]=1.[C:64](Cl)(=[O:68])[CH:65]([CH3:67])[CH3:66]. (7) Given the product [F:1][C:2]1[C:3]([C:11](=[O:13])[CH3:12])=[N:4][CH:5]=[CH:6][C:7]=1[CH:8]([CH3:10])[CH3:9], predict the reactants needed to synthesize it. The reactants are: [F:1][C:2]1[C:3]([CH:11]([OH:13])[CH3:12])=[N:4][CH:5]=[CH:6][C:7]=1[CH:8]([CH3:10])[CH3:9].